Dataset: Full USPTO retrosynthesis dataset with 1.9M reactions from patents (1976-2016). Task: Predict the reactants needed to synthesize the given product. Given the product [CH2:1]([O:8][C:9]([NH:11][CH2:12][CH2:13][CH2:14][CH2:15][N:22]([CH3:23])[CH3:21])=[O:10])[C:2]1[CH:7]=[CH:6][CH:5]=[CH:4][CH:3]=1, predict the reactants needed to synthesize it. The reactants are: [CH2:1]([O:8][C:9]([NH:11][CH2:12][CH2:13][CH2:14][CH2:15]OS(C)(=O)=O)=[O:10])[C:2]1[CH:7]=[CH:6][CH:5]=[CH:4][CH:3]=1.[CH3:21][NH:22][CH3:23].C(=O)([O-])[O-].[K+].[K+].[I-].[Na+].